From a dataset of Forward reaction prediction with 1.9M reactions from USPTO patents (1976-2016). Predict the product of the given reaction. (1) Given the reactants [Cl:1][C:2]1[CH:3]=[C:4]2[C:12](=[C:13]([NH:15][C:16]([C@H:18]3[N:23]([CH2:24][C:25](O)=[O:26])[CH2:22][C:21]([CH3:29])([CH3:28])[O:20][CH2:19]3)=[O:17])[CH:14]=1)[NH:11][C:10]1[CH:9]=[N:8][CH:7]=[CH:6][C:5]2=1.[NH2:30][C:31]1[CH:32]=[N:33][CH:34]=[CH:35][CH:36]=1, predict the reaction product. The product is: [Cl:1][C:2]1[CH:3]=[C:4]2[C:12](=[C:13]([NH:15][C:16]([C@@H:18]3[CH2:19][O:20][C:21]([CH3:28])([CH3:29])[CH2:22][N:23]3[CH2:24][C:25](=[O:26])[NH:30][C:31]3[CH:32]=[N:33][CH:34]=[CH:35][CH:36]=3)=[O:17])[CH:14]=1)[NH:11][C:10]1[CH:9]=[N:8][CH:7]=[CH:6][C:5]2=1. (2) Given the reactants [CH3:1][C:2]1[CH:3]=[C:4]2[C:8](=[C:9]([NH:11][CH2:12][CH:13]3[CH2:18][CH2:17][O:16][CH2:15][CH2:14]3)[CH:10]=1)[NH:7][C:6]([C:19]1[S:20][CH2:21][C@@H:22]([CH2:24][CH2:25]O)[N:23]=1)=[CH:5]2.[NH:27]1[CH2:32][CH2:31][O:30][CH2:29][CH2:28]1, predict the reaction product. The product is: [CH3:1][C:2]1[CH:3]=[C:4]2[C:8](=[C:9]([NH:11][CH2:12][CH:13]3[CH2:14][CH2:15][O:16][CH2:17][CH2:18]3)[CH:10]=1)[NH:7][C:6]([C:19]1[S:20][CH2:21][C@H:22]([CH2:24][CH2:25][N:27]3[CH2:32][CH2:31][O:30][CH2:29][CH2:28]3)[N:23]=1)=[CH:5]2. (3) Given the reactants [CH3:1][N:2]([CH:10]1[CH2:13][N:12]([C:14]2[C:15]3[N:16]([CH:27]=[N:28][N:29]=3)[C:17]3[CH:23]=[C:22]([N+:24]([O-])=O)[CH:21]=[N:20][C:18]=3[N:19]=2)[CH2:11]1)[C:3](=[O:9])[O:4][C:5]([CH3:8])([CH3:7])[CH3:6].[H][H], predict the reaction product. The product is: [NH2:24][C:22]1[CH:21]=[N:20][C:18]2[N:19]=[C:14]([N:12]3[CH2:13][CH:10]([N:2]([CH3:1])[C:3](=[O:9])[O:4][C:5]([CH3:7])([CH3:8])[CH3:6])[CH2:11]3)[C:15]3[N:16]([CH:27]=[N:28][N:29]=3)[C:17]=2[CH:23]=1. (4) Given the reactants O[CH2:2][C:3]1[CH2:9][C:8]2[CH:10]=[C:11]3[O:16][CH2:15][O:14][C:12]3=[CH:13][C:7]=2[C:6]([C:17]2[CH:22]=[CH:21][C:20]([N+:23]([O-:25])=[O:24])=[CH:19][CH:18]=2)=[N:5][N:4]=1.C1(P(C2C=CC=CC=2)C2C=CC=CC=2)C=CC=CC=1.[NH:45]=[N+:46]=[N-:47].C(OC(N=NC(OCC)=O)=O)C, predict the reaction product. The product is: [N:45]([CH2:2][C:3]1[CH2:9][C:8]2[CH:10]=[C:11]3[O:16][CH2:15][O:14][C:12]3=[CH:13][C:7]=2[C:6]([C:17]2[CH:22]=[CH:21][C:20]([N+:23]([O-:25])=[O:24])=[CH:19][CH:18]=2)=[N:5][N:4]=1)=[N+:46]=[N-:47]. (5) Given the reactants [Cl:1][C:2]1[CH:22]=[CH:21][C:5]([CH2:6][N:7]2[C:15](=[O:16])[C:14]3[C:9](=[CH:10][CH:11]=[C:12]([C:17](O)=[O:18])[CH:13]=3)[C:8]2=[O:20])=[CH:4][CH:3]=1.[N:23]1([CH2:28][CH2:29][NH2:30])[CH2:27][CH2:26][CH2:25][CH2:24]1, predict the reaction product. The product is: [Cl-:1].[Cl:1][C:2]1[CH:3]=[CH:4][C:5]([CH2:6][N:7]2[C:15](=[O:16])[C:14]3[C:9](=[CH:10][CH:11]=[C:12]([C:17]([NH:30][CH2:29][CH2:28][NH+:23]4[CH2:27][CH2:26][CH2:25][CH2:24]4)=[O:18])[CH:13]=3)[C:8]2=[O:20])=[CH:21][CH:22]=1.